This data is from Catalyst prediction with 721,799 reactions and 888 catalyst types from USPTO. The task is: Predict which catalyst facilitates the given reaction. (1) Reactant: Br[C:2]1[C:3](=[O:12])[N:4]([CH3:11])[CH:5]=[C:6]([N+:8]([O-:10])=[O:9])[CH:7]=1.[CH3:13][C:14]1[CH:19]=[C:18]([CH3:20])[CH:17]=[CH:16][C:15]=1B(O)O.C(=O)([O-])[O-].[K+].[K+].O. Product: [CH3:13][C:14]1[CH:19]=[C:18]([CH3:20])[CH:17]=[CH:16][C:15]=1[C:2]1[C:3](=[O:12])[N:4]([CH3:11])[CH:5]=[C:6]([N+:8]([O-:10])=[O:9])[CH:7]=1. The catalyst class is: 660. (2) Reactant: [C:1]([O:5][C:6](=[O:29])[C:7]1[CH:12]=[CH:11][C:10]([N:13]=[N:14][C:15]2[CH:20]=[CH:19][C:18]([O:21][CH2:22][CH2:23][CH2:24][CH2:25][CH2:26][CH2:27]Br)=[CH:17][CH:16]=2)=[CH:9][CH:8]=1)([CH3:4])([CH3:3])[CH3:2].O.O.O.O.O.[S:35]([O-])([O-])(=O)=S.[Na+].[Na+]. Product: [C:1]([O:5][C:6](=[O:29])[C:7]1[CH:12]=[CH:11][C:10]([N:13]=[N:14][C:15]2[CH:20]=[CH:19][C:18]([O:21][CH2:22][CH2:23][CH2:24][CH2:25][CH2:26][CH2:27][SH:35])=[CH:17][CH:16]=2)=[CH:9][CH:8]=1)([CH3:4])([CH3:3])[CH3:2]. The catalyst class is: 97. (3) Product: [CH2:8]([C:7]1[CH:32]=[C:27]([C:28]([O:30][CH3:31])=[O:29])[C:26](=[O:25])[NH:5][C:6]=1[C:15]1[CH:23]=[CH:22][C:18]([N:19]([CH3:21])[CH3:20])=[CH:17][CH:16]=1)[C:9]1[CH:14]=[CH:13][CH:12]=[CH:11][CH:10]=1. Reactant: C([N:5]=[C:6]([C:15]1[CH:23]=[CH:22][C:18]([N:19]([CH3:21])[CH3:20])=[CH:17][CH:16]=1)[CH2:7][CH2:8][C:9]1[CH:14]=[CH:13][CH:12]=[CH:11][CH:10]=1)(C)(C)C.C[O:25][CH:26]=[C:27]([C:32](OC)=O)[C:28]([O:30][CH3:31])=[O:29]. The catalyst class is: 270. (4) Reactant: [CH2:1]([NH:4][C:5](=[O:14])[O:6][CH2:7][C:8]1[CH:13]=[CH:12][CH:11]=[CH:10][CH:9]=1)[CH2:2][CH3:3].[H-].[Na+].[CH2:17](Br)[CH:18]=[CH:19][CH3:20]. The catalyst class is: 3. Product: [CH2:17]([N:4]([CH2:1][CH2:2][CH3:3])[C:5](=[O:14])[O:6][CH2:7][C:8]1[CH:9]=[CH:10][CH:11]=[CH:12][CH:13]=1)/[CH:18]=[CH:19]/[CH3:20]. (5) Reactant: COC1C=CC(C[N:8]2[CH2:17][C:16]([CH3:19])([CH3:18])[C:15]3[C:10](=[CH:11][C:12]([N+:20]([O-:22])=[O:21])=[CH:13][CH:14]=3)[C:9]2=[O:23])=CC=1.[N+]([O-])([O-])=O.[NH4+].[Ce]. Product: [CH3:18][C:16]1([CH3:19])[C:15]2[C:10](=[CH:11][C:12]([N+:20]([O-:22])=[O:21])=[CH:13][CH:14]=2)[C:9](=[O:23])[NH:8][CH2:17]1. The catalyst class is: 47. (6) Reactant: [CH3:1][O:2][C:3]1[CH:8]=[CH:7][C:6]([NH:9][C:10]2[N:11]=[N:12][C:13]([CH:16]([NH:18][C:19]([CH:21]3[CH2:26][CH2:25][O:24][CH2:23][CH2:22]3)=O)[CH3:17])=[CH:14][N:15]=2)=[CH:5][CH:4]=1.P(Cl)(Cl)(Cl)=O. Product: [CH3:17][C:16]1[N:18]=[C:19]([CH:21]2[CH2:26][CH2:25][O:24][CH2:23][CH2:22]2)[N:12]2[C:13]=1[CH:14]=[N:15][C:10]([NH:9][C:6]1[CH:7]=[CH:8][C:3]([O:2][CH3:1])=[CH:4][CH:5]=1)=[N:11]2. The catalyst class is: 26. (7) Reactant: [CH2:1]([NH:3][C:4]1[S:5][C:6]([C:10]2[CH:15]=[CH:14][N:13]=[C:12]([NH:16][C:17]3[CH:18]=[C:19]([CH:25]=[CH:26][CH:27]=3)[CH2:20][NH:21]C(=O)C)[N:11]=2)=[C:7]([CH3:9])[N:8]=1)[CH3:2]. Product: [NH2:21][CH2:20][C:19]1[CH:18]=[C:17]([NH:16][C:12]2[N:11]=[C:10]([C:6]3[S:5][C:4]([NH:3][CH2:1][CH3:2])=[N:8][C:7]=3[CH3:9])[CH:15]=[CH:14][N:13]=2)[CH:27]=[CH:26][CH:25]=1. The catalyst class is: 23. (8) Reactant: [CH3:1][O:2][C:3]1[N:8]=[C:7]([C:9]2[C:10]3[CH:17]=[C:16]([CH2:18][O:19][C:20]4[CH:25]=[CH:24][C:23]([C@@H:26]([C:33]#[C:34][CH3:35])[CH2:27][C:28]([O:30]CC)=[O:29])=[CH:22][CH:21]=4)[CH:15]=[CH:14][C:11]=3[S:12][CH:13]=2)[C:6]([CH3:36])=[CH:5][CH:4]=1.[Li+].[OH-].Cl. Product: [CH3:1][O:2][C:3]1[N:8]=[C:7]([C:9]2[C:10]3[CH:17]=[C:16]([CH2:18][O:19][C:20]4[CH:25]=[CH:24][C:23]([C@@H:26]([C:33]#[C:34][CH3:35])[CH2:27][C:28]([OH:30])=[O:29])=[CH:22][CH:21]=4)[CH:15]=[CH:14][C:11]=3[S:12][CH:13]=2)[C:6]([CH3:36])=[CH:5][CH:4]=1. The catalyst class is: 14. (9) Reactant: [C:1]([SiH2:5][O:6][C:7]([C:32]1[CH:37]=[CH:36][CH:35]=[CH:34][CH:33]=1)([C:26]1[CH:31]=[CH:30][CH:29]=[CH:28][CH:27]=1)[C:8]1[C:13]([N+:14]([O-])=O)=[CH:12][CH:11]=[CH:10][C:9]=1[B:17]1[O:21][C:20]([CH3:23])([CH3:22])[C:19]([CH3:25])([CH3:24])[O:18]1)([CH3:4])([CH3:3])[CH3:2]. Product: [C:1]([SiH2:5][O:6][C:7]([C:26]1[CH:27]=[CH:28][CH:29]=[CH:30][CH:31]=1)([C:32]1[CH:37]=[CH:36][CH:35]=[CH:34][CH:33]=1)[C:8]1[C:9]([B:17]2[O:18][C:19]([CH3:24])([CH3:25])[C:20]([CH3:23])([CH3:22])[O:21]2)=[CH:10][CH:11]=[CH:12][C:13]=1[NH2:14])([CH3:2])([CH3:3])[CH3:4]. The catalyst class is: 99. (10) Reactant: [CH:1]1([C:4]2[CH:9]=[C:8]([CH3:10])[C:7]([NH:11]C(=O)C(F)(F)F)=[C:6]([CH3:18])[CH:5]=2)[CH2:3][CH2:2]1.[OH-].[Na+].CCOC(C)=O. Product: [CH:1]1([C:4]2[CH:5]=[C:6]([CH3:18])[C:7]([NH2:11])=[C:8]([CH3:10])[CH:9]=2)[CH2:3][CH2:2]1.[CH:1]1([C:4]2[CH:5]=[C:6]([CH3:18])[C:7]([NH2:11])=[C:8]([CH3:10])[CH:9]=2)[CH2:3][CH2:2]1. The catalyst class is: 12.